From a dataset of Full USPTO retrosynthesis dataset with 1.9M reactions from patents (1976-2016). Predict the reactants needed to synthesize the given product. (1) Given the product [C:2]([O:6][C:7]([C:9]1[N:14]=[C:13]([CH:15]2[CH2:20][CH2:19][NH:18][CH2:17][CH2:16]2)[CH:12]=[CH:11][CH:10]=1)=[O:8])([CH3:5])([CH3:3])[CH3:4], predict the reactants needed to synthesize it. The reactants are: Cl.[C:2]([O:6][C:7]([C:9]1[N:14]=[C:13]([CH:15]2[CH2:20][CH2:19][N:18](C(OC(C)(C)C)=O)[CH2:17][CH2:16]2)[CH:12]=[CH:11][CH:10]=1)=[O:8])([CH3:5])([CH3:4])[CH3:3].C([O-])(O)=O.[Na+].O. (2) Given the product [C:50]([O:31][CH2:30][C:26]1[CH:27]=[CH:28][CH:29]=[C:24]([CH2:23][O:22][N:21]([C:48](=[O:57])[CH3:49])[C:19]([CH:18]2[C:17]3[C:12](=[CH:13][CH:14]=[CH:15][CH:16]=3)[C:11](=[O:32])[N:10]([CH:33]3[CH2:38][CH2:37][CH2:36][CH2:35][CH:34]3[NH:39][S:40]([CH3:43])(=[O:41])=[O:42])[CH:9]2[C:3]2[CH:4]=[CH:5][C:6]([Cl:8])=[CH:7][C:2]=2[Cl:1])=[O:20])[N:25]=1)(=[O:52])[CH3:51], predict the reactants needed to synthesize it. The reactants are: [Cl:1][C:2]1[CH:7]=[C:6]([Cl:8])[CH:5]=[CH:4][C:3]=1[CH:9]1[CH:18]([C:19]([NH:21][O:22][CH2:23][C:24]2[CH:29]=[CH:28][CH:27]=[C:26]([CH2:30][OH:31])[N:25]=2)=[O:20])[C:17]2[C:12](=[CH:13][CH:14]=[CH:15][CH:16]=2)[C:11](=[O:32])[N:10]1[CH:33]1[CH2:38][CH2:37][CH2:36][CH2:35][CH:34]1[NH:39][S:40]([CH3:43])(=[O:42])=[O:41].N1[CH:49]=[CH:48]C=CC=1.[C:50](OC(=O)C)(=[O:52])[CH3:51].[OH2:57].